From a dataset of Reaction yield outcomes from USPTO patents with 853,638 reactions. Predict the reaction yield, written as a fraction of the theoretical maximum amount of product (1.0 means a 100% yield; for example, 0.34 means a 34% yield). (1) The reactants are [O:1]1[CH2:5][CH2:4][C:3]2[CH:6]=[C:7]([CH:10]=O)[CH:8]=[CH:9][C:2]1=2.[CH3:12][C:13]([CH3:15])=[O:14].[OH-].[Na+].Cl. The catalyst is C(Cl)Cl.O. The product is [O:1]1[C:2]2[CH:9]=[CH:8][C:7](/[CH:10]=[CH:12]/[C:13](=[O:14])[CH3:15])=[CH:6][C:3]=2[CH2:4][CH2:5]1. The yield is 0.840. (2) The product is [Br:1][C:2]1[CH:3]=[C:4]2[C:10]([C:11]3[CH:15]=[CH:14][O:13][CH:12]=3)=[CH:9][NH:8][C:5]2=[N:6][CH:7]=1. The yield is 0.580. The catalyst is C1COCC1. The reactants are [Br:1][C:2]1[CH:3]=[C:4]2[C:10]([C:11]3[CH:15]=[CH:14][O:13][CH:12]=3)=[C:9]([Si](C)(C)C)[NH:8][C:5]2=[N:6][CH:7]=1.CCCC[N+](CCCC)(CCCC)CCCC.[F-]. (3) The reactants are [C:1]([N:8]1[CH2:16][CH2:15][CH2:14][C@H:10]([C:11]([OH:13])=O)[CH2:9]1)([O:3][C:4]([CH3:7])([CH3:6])[CH3:5])=[O:2].[CH:17]1[CH:18]=[CH:19][C:20]2N(O)N=N[C:21]=2[CH:22]=1.CC[N:29]=[C:30]=[N:31]CCCN(C)C.Cl.C(N(CC)CC)C.[O:46]1CCOCC1. The catalyst is C(#N)C. The product is [C:4]([O:3][C:1]([N:8]1[CH2:16][CH2:15][CH2:14][C@H:10]([C:11]2[O:13][N:31]=[C:30]([O:46][C:21]3[CH:20]=[CH:19][CH:18]=[CH:17][CH:22]=3)[N:29]=2)[CH2:9]1)=[O:2])([CH3:5])([CH3:6])[CH3:7]. The yield is 0.120. (4) The reactants are [F:1][C:2]1[CH:7]=[C:6]([O:8][C:9]([F:12])([F:11])[F:10])[CH:5]=[CH:4][C:3]=1[NH:13][N:14]=[C:15]([C:20](=[O:24])[CH2:21][O:22][CH3:23])[C:16]([O:18][CH3:19])=[O:17].[CH:25](OC(OC(C)C)N(C)C)(C)C. The catalyst is C1(C)C=CC=CC=1. The product is [F:1][C:2]1[CH:7]=[C:6]([O:8][C:9]([F:10])([F:11])[F:12])[CH:5]=[CH:4][C:3]=1[N:13]1[CH:25]=[C:21]([O:22][CH3:23])[C:20](=[O:24])[C:15]([C:16]([O:18][CH3:19])=[O:17])=[N:14]1. The yield is 0.860. (5) The reactants are [Cl:1][C:2]1[CH:10]=[C:9]2[C:5]([C:6]([C:11](=[O:16])[C:12]([F:15])([F:14])[F:13])=[CH:7][NH:8]2)=[CH:4][CH:3]=1.[H-].[Na+].[CH3:19][N:20]([CH2:22][C:23](Cl)=O)[CH3:21].CN(C=[O:30])C. No catalyst specified. The product is [Cl:1][C:2]1[CH:10]=[C:9]2[C:5]([C:6]([C:11](=[O:16])[C:12]([F:13])([F:14])[F:15])=[CH:7][N:8]2[CH2:23][C:22]([N:20]([CH3:21])[CH3:19])=[O:30])=[CH:4][CH:3]=1. The yield is 0.610.